The task is: Binary Classification. Given a drug SMILES string, predict its activity (active/inactive) in a high-throughput screening assay against a specified biological target.. This data is from Choline transporter screen with 302,306 compounds. (1) The molecule is Fc1ccc(C\2N(c3c(n(n(c3=O)c3ccccc3)C)C)C(=O)C(=O)C2=C(/O)c2ccccc2)cc1. The result is 0 (inactive). (2) The result is 0 (inactive). The compound is Clc1ccc(C(=O)N\C(C(=O)NCCCN2CCOCC2)=C/c2cc(OC)c(OC)cc2)cc1. (3) The molecule is S(c1c([N+]([O-])=O)cc(cc1)/C=C(\C(=O)Nc1c(ccc(c1)C)C)C#N)c1n(C)cnn1. The result is 0 (inactive).